Dataset: Peptide-MHC class I binding affinity with 185,985 pairs from IEDB/IMGT. Task: Regression. Given a peptide amino acid sequence and an MHC pseudo amino acid sequence, predict their binding affinity value. This is MHC class I binding data. (1) The peptide sequence is SLYNTVATL. The MHC is HLA-B15:03 with pseudo-sequence HLA-B15:03. The binding affinity (normalized) is 0.723. (2) The peptide sequence is IFSAWISHR. The MHC is HLA-A11:01 with pseudo-sequence HLA-A11:01. The binding affinity (normalized) is 0. (3) The peptide sequence is EVRKAIEFV. The MHC is HLA-A02:12 with pseudo-sequence HLA-A02:12. The binding affinity (normalized) is 0.0847. (4) The peptide sequence is DTMRIYCSL. The MHC is HLA-A02:06 with pseudo-sequence HLA-A02:06. The binding affinity (normalized) is 0.263. (5) The peptide sequence is HSPIISSITM. The MHC is Mamu-A01 with pseudo-sequence Mamu-A01. The binding affinity (normalized) is 0.615. (6) The peptide sequence is WSDLNTTDF. The MHC is HLA-B15:01 with pseudo-sequence HLA-B15:01. The binding affinity (normalized) is 0.0847. (7) The peptide sequence is HWGVLAGIA. The MHC is Patr-A0901 with pseudo-sequence Patr-A0901. The binding affinity (normalized) is 0.313.